This data is from TCR-epitope binding with 47,182 pairs between 192 epitopes and 23,139 TCRs. The task is: Binary Classification. Given a T-cell receptor sequence (or CDR3 region) and an epitope sequence, predict whether binding occurs between them. (1) The epitope is NLVPMVATV. The TCR CDR3 sequence is CASSPRDRAGLADTQYF. Result: 0 (the TCR does not bind to the epitope). (2) The epitope is QYDPVAALF. The TCR CDR3 sequence is CTISESGYRGPPGANVLTF. Result: 0 (the TCR does not bind to the epitope). (3) The epitope is KAYNVTQAF. The TCR CDR3 sequence is CASSPMEGPYNSPLHF. Result: 0 (the TCR does not bind to the epitope). (4) The epitope is FTISVTTEIL. The TCR CDR3 sequence is CASTIPPGTSVSGELFF. Result: 0 (the TCR does not bind to the epitope). (5) The TCR CDR3 sequence is CASSPGLTYPGELFF. Result: 0 (the TCR does not bind to the epitope). The epitope is TTLPVNVAF. (6) The epitope is RQLLFVVEV. The TCR CDR3 sequence is CASSLSYSSTNEKLFF. Result: 1 (the TCR binds to the epitope). (7) The epitope is YFPLQSYGF. The TCR CDR3 sequence is CASSTLAGGTYEQYF. Result: 1 (the TCR binds to the epitope).